The task is: Predict the reactants needed to synthesize the given product.. This data is from Full USPTO retrosynthesis dataset with 1.9M reactions from patents (1976-2016). (1) Given the product [Cl:1][C:2]1[CH:11]=[CH:10][C:5]([C:6]([OH:8])=[O:7])=[C:4]([N:12]([CH3:14])[CH3:13])[CH:3]=1, predict the reactants needed to synthesize it. The reactants are: [Cl:1][C:2]1[CH:11]=[CH:10][C:5]([C:6]([O:8]C)=[O:7])=[C:4]([N:12]([CH3:14])[CH3:13])[CH:3]=1.[OH-].[Na+].Cl. (2) Given the product [P:2]([Cl:5])([Cl:3])(=[O:1])[O:19][C:13]1[CH:18]=[CH:17][CH:16]=[CH:15][CH:14]=1, predict the reactants needed to synthesize it. The reactants are: [O:1]=[P:2]([Cl:5])(Cl)[Cl:3].C(=O)=O.CC(C)=O.[C:13]1([OH:19])[CH:18]=[CH:17][CH:16]=[CH:15][CH:14]=1.CCN(CC)CC. (3) The reactants are: [CH2:1]([O:8][C:9]([CH:11]1[C:17](=[C:18]2[CH2:22][CH:21]([CH2:23]I)[O:20][C:19]2=[O:25])[O:16][C@H:15]2[N:12]1[C:13](=[O:26])[CH2:14]2)=[O:10])[C:2]1[CH:7]=[CH:6][CH:5]=[CH:4][CH:3]=1.[N-:27]=[N+:28]=[N-:29].C([N+](CCCC)(CCCC)CCCC)CCC. Given the product [CH2:1]([O:8][C:9]([CH:11]1[C:17](=[C:18]2[CH2:22][CH:21]([CH2:23][N:27]=[N+:28]=[N-:29])[O:20][C:19]2=[O:25])[O:16][C@H:15]2[N:12]1[C:13](=[O:26])[CH2:14]2)=[O:10])[C:2]1[CH:7]=[CH:6][CH:5]=[CH:4][CH:3]=1, predict the reactants needed to synthesize it. (4) Given the product [NH2:14][C:15]1[CH:16]=[C:17]([NH:23][S:24]([CH3:27])(=[O:26])=[O:25])[C:18]([O:21][CH3:22])=[N:19][CH:20]=1, predict the reactants needed to synthesize it. The reactants are: C1(C(=[N:14][C:15]2[CH:16]=[C:17]([NH:23][S:24]([CH3:27])(=[O:26])=[O:25])[C:18]([O:21][CH3:22])=[N:19][CH:20]=2)C2C=CC=CC=2)C=CC=CC=1.Cl. (5) Given the product [Cl:25][C:8]1[C:7]([CH3:26])=[C:6]([C:27](=[O:29])[CH3:28])[C:5]([O:4][CH2:3][CH2:2][N:30]2[CH:34]=[N:33][CH:32]=[N:31]2)=[C:10]([O:11][CH2:12][CH2:13][CH:14]([C:16]2[CH:21]=[CH:20][C:19]([F:22])=[CH:18][CH:17]=2)[CH3:15])[C:9]=1[O:23][CH3:24], predict the reactants needed to synthesize it. The reactants are: Br[CH2:2][CH2:3][O:4][C:5]1[C:10]([O:11][CH2:12][CH2:13][CH:14]([C:16]2[CH:21]=[CH:20][C:19]([F:22])=[CH:18][CH:17]=2)[CH3:15])=[C:9]([O:23][CH3:24])[C:8]([Cl:25])=[C:7]([CH3:26])[C:6]=1[C:27](=[O:29])[CH3:28].[NH:30]1[CH:34]=[N:33][CH:32]=[N:31]1.